Dataset: Ames mutagenicity test results for genotoxicity prediction. Task: Regression/Classification. Given a drug SMILES string, predict its toxicity properties. Task type varies by dataset: regression for continuous values (e.g., LD50, hERG inhibition percentage) or binary classification for toxic/non-toxic outcomes (e.g., AMES mutagenicity, cardiotoxicity, hepatotoxicity). Dataset: ames. (1) The molecule is CCCCCCCC/C=C\CCCCCCCC(=O)OC. The result is 0 (non-mutagenic). (2) The compound is Cc1ccc2[nH]c3c(C)ccc(C)c3c2c1. The result is 1 (mutagenic). (3) The drug is CCOC(=O)C(SP(=S)(OC)OC)c1ccccc1. The result is 0 (non-mutagenic). (4) The drug is COC1OC1(C)C. The result is 1 (mutagenic). (5) The drug is Nc1nc[nH]n1. The result is 0 (non-mutagenic).